This data is from NCI-60 drug combinations with 297,098 pairs across 59 cell lines. The task is: Regression. Given two drug SMILES strings and cell line genomic features, predict the synergy score measuring deviation from expected non-interaction effect. (1) Drug 1: B(C(CC(C)C)NC(=O)C(CC1=CC=CC=C1)NC(=O)C2=NC=CN=C2)(O)O. Drug 2: CC1C(C(CC(O1)OC2CC(CC3=C2C(=C4C(=C3O)C(=O)C5=C(C4=O)C(=CC=C5)OC)O)(C(=O)CO)O)N)O.Cl. Cell line: SK-MEL-28. Synergy scores: CSS=58.5, Synergy_ZIP=-1.08, Synergy_Bliss=-2.87, Synergy_Loewe=-1.02, Synergy_HSA=0.237. (2) Drug 1: CC12CCC3C(C1CCC2=O)CC(=C)C4=CC(=O)C=CC34C. Drug 2: CC1C(C(CC(O1)OC2CC(CC3=C2C(=C4C(=C3O)C(=O)C5=C(C4=O)C(=CC=C5)OC)O)(C(=O)CO)O)N)O.Cl. Cell line: ACHN. Synergy scores: CSS=40.5, Synergy_ZIP=-2.10, Synergy_Bliss=-5.34, Synergy_Loewe=-9.27, Synergy_HSA=-4.68. (3) Drug 1: COC1=C(C=C2C(=C1)N=CN=C2NC3=CC(=C(C=C3)F)Cl)OCCCN4CCOCC4. Drug 2: C1=CN(C=N1)CC(O)(P(=O)(O)O)P(=O)(O)O. Cell line: HL-60(TB). Synergy scores: CSS=5.48, Synergy_ZIP=-3.48, Synergy_Bliss=-5.45, Synergy_Loewe=-4.99, Synergy_HSA=-3.97.